This data is from Full USPTO retrosynthesis dataset with 1.9M reactions from patents (1976-2016). The task is: Predict the reactants needed to synthesize the given product. (1) Given the product [O:16]1[CH:17]=[CH:18][CH:19]=[C:15]1[C:13]1[N:14]=[C:10]([NH:9][C:7](=[O:8])[C:6]2[CH:26]=[CH:27][C:3]([CH2:2][N:28]3[CH:32]=[CH:31][N:30]=[CH:29]3)=[CH:4][CH:5]=2)[S:11][C:12]=1[N:20]1[CH2:25][CH2:24][O:23][CH2:22][CH2:21]1, predict the reactants needed to synthesize it. The reactants are: Br[CH2:2][C:3]1[CH:27]=[CH:26][C:6]([C:7]([NH:9][C:10]2[S:11][C:12]([N:20]3[CH2:25][CH2:24][O:23][CH2:22][CH2:21]3)=[C:13]([C:15]3[O:16][CH:17]=[CH:18][CH:19]=3)[N:14]=2)=[O:8])=[CH:5][CH:4]=1.[NH:28]1[CH:32]=[CH:31][N:30]=[CH:29]1.O. (2) Given the product [Cl:1][C:2]1[CH:11]=[CH:10][C:5]([C:6]([O:8][CH3:9])=[O:7])=[CH:4][C:3]=1[S:12](=[O:14])(=[O:13])[NH:19][CH:16]1[CH2:18][CH2:17]1, predict the reactants needed to synthesize it. The reactants are: [Cl:1][C:2]1[CH:11]=[CH:10][C:5]([C:6]([O:8][CH3:9])=[O:7])=[CH:4][C:3]=1[S:12](Cl)(=[O:14])=[O:13].[CH:16]1([NH2:19])[CH2:18][CH2:17]1. (3) The reactants are: [CH3:1][O:2][C:3]1[CH:4]=[CH:5][C:6]([CH:15]=[C:16]([C:22]([O:24][CH2:25][CH3:26])=[O:23])[C:17]([O:19][CH2:20][CH3:21])=[O:18])=[C:7]2[C:12]=1[N:11]([CH3:13])[C:10](=[O:14])[CH:9]=[CH:8]2. Given the product [CH3:1][O:2][C:3]1[CH:4]=[CH:5][C:6]([CH2:15][CH:16]([C:22]([O:24][CH2:25][CH3:26])=[O:23])[C:17]([O:19][CH2:20][CH3:21])=[O:18])=[C:7]2[C:12]=1[N:11]([CH3:13])[C:10](=[O:14])[CH:9]=[CH:8]2, predict the reactants needed to synthesize it. (4) Given the product [CH:7]12[O:10][CH:4]([CH:5]=[CH:6]1)[C:3](=[O:11])[CH2:2][C:8]2=[O:9], predict the reactants needed to synthesize it. The reactants are: Cl[CH:2]1[C:8](=[O:9])[CH:7]2[O:10][CH:4]([CH:5]=[CH:6]2)[C:3]1=[O:11]. (5) Given the product [I:12][CH2:2][CH2:3][CH2:4][CH2:5][CH2:6][C:7]([O:9][CH2:10][CH3:11])=[O:8], predict the reactants needed to synthesize it. The reactants are: Br[CH2:2][CH2:3][CH2:4][CH2:5][CH2:6][C:7]([O:9][CH2:10][CH3:11])=[O:8].[I-:12].[Na+].